Dataset: Forward reaction prediction with 1.9M reactions from USPTO patents (1976-2016). Task: Predict the product of the given reaction. (1) The product is: [O:1]1[C:5]2[CH:6]=[CH:7][C:8]([C:10]3[O:11][C:16]([SH:17])=[N:13][N:12]=3)=[CH:9][C:4]=2[CH:3]=[CH:2]1. Given the reactants [O:1]1[C:5]2[CH:6]=[CH:7][C:8]([C:10]([NH:12][NH2:13])=[O:11])=[CH:9][C:4]=2[CH:3]=[CH:2]1.[OH-].[K+].[C:16](=S)=[S:17], predict the reaction product. (2) Given the reactants [Br:1][C:2]1[CH:3]=[N:4][C:5]2[N:6]([N:8]=[C:9]([C:11]([OH:13])=O)[CH:10]=2)[CH:7]=1.[F:14][C:15]1[CH:24]=[C:23]2[C:18]([CH2:19][CH2:20][NH:21][CH:22]2[C:25]([F:28])([F:27])[F:26])=[CH:17][CH:16]=1, predict the reaction product. The product is: [Br:1][C:2]1[CH:3]=[N:4][C:5]2[N:6]([N:8]=[C:9]([C:11]([N:21]3[CH2:20][CH2:19][C:18]4[C:23](=[CH:24][C:15]([F:14])=[CH:16][CH:17]=4)[CH:22]3[C:25]([F:26])([F:27])[F:28])=[O:13])[CH:10]=2)[CH:7]=1. (3) The product is: [F:25][C:26]1[CH:40]=[CH:39][C:38]([C:10]2[C:3]3[C:2]([NH2:1])=[N:7][CH:6]=[N:5][C:4]=3[N:8]([C@H:12]3[CH2:13][C@@H:14]([CH2:16][N:17]4[CH2:22][C@@H:21]5[CH2:23][CH:18]4[CH2:19][S@@:20]5=[O:24])[CH2:15]3)[CH:9]=2)=[CH:37][C:27]=1[O:28][CH2:29][C:30]12[O:36][CH:33]([CH2:34][CH2:35]1)[CH2:32][CH2:31]2. Given the reactants [NH2:1][C:2]1[C:3]2[C:10](I)=[CH:9][N:8]([C@@H:12]3[CH2:15][C@H:14]([CH2:16][N:17]4[CH2:22][C@@H:21]5[CH2:23][C@H:18]4[CH2:19][S:20]5=[O:24])[CH2:13]3)[C:4]=2[N:5]=[CH:6][N:7]=1.[F:25][C:26]1[CH:40]=[CH:39][C:38](B2OC(C)(C)C(C)(C)O2)=[CH:37][C:27]=1[O:28][CH2:29][C:30]12[O:36][CH:33]([CH2:34][CH2:35]1)[CH2:32][CH2:31]2, predict the reaction product. (4) Given the reactants [CH:1](=[N:8]/[C:9]1[CH:17]=[CH:16][CH:15]=[C:14]2[C:10]=1[CH2:11][O:12][C:13]2=[O:18])\[C:2]1[CH:7]=[CH:6][CH:5]=[CH:4][CH:3]=1.[CH3:19][N:20]1[CH:24]=[CH:23][N:22]=[C:21]1[CH:25]=O.[O-:27][CH2:28][CH3:29].[Na+].C(O)C, predict the reaction product. The product is: [CH3:19][N:20]1[CH:24]=[CH:23][N:22]=[C:21]1[CH:25]1[C:28](=[O:27])[C:29]2[C:14]([C:13]([O:12][CH2:11][CH3:10])=[O:18])=[CH:15][CH:16]=[CH:17][C:9]=2[NH:8][CH:1]1[C:2]1[CH:3]=[CH:4][CH:5]=[CH:6][CH:7]=1. (5) Given the reactants [F:1][C:2]1[CH:7]=[CH:6][C:5]([C@H:8]([NH:25][S:26]([C:29]2[CH:34]=[CH:33][CH:32]=[C:31]([C:35]([F:38])([F:37])[F:36])[CH:30]=2)(=[O:28])=[O:27])[CH2:9][C:10]([NH:12][C@@H:13]2[CH2:22][CH2:21][C:20]3[C:15](=[CH:16][CH:17]=[C:18]([CH:23]=O)[CH:19]=3)[CH2:14]2)=[O:11])=[CH:4][CH:3]=1.[CH:39](C1C=C2C(=CC=1)C[C@H](N)CC2)=C.C1C=CC2N(O)N=NC=2C=1.C(Cl)CCl, predict the reaction product. The product is: [F:1][C:2]1[CH:3]=[CH:4][C:5]([C@H:8]([NH:25][S:26]([C:29]2[CH:34]=[CH:33][CH:32]=[C:31]([C:35]([F:38])([F:36])[F:37])[CH:30]=2)(=[O:27])=[O:28])[CH2:9][C:10]([NH:12][C@@H:13]2[CH2:22][CH2:21][C:20]3[C:15](=[CH:16][CH:17]=[C:18]([CH:23]=[CH2:39])[CH:19]=3)[CH2:14]2)=[O:11])=[CH:6][CH:7]=1.